Predict the reaction yield, written as a fraction of the theoretical maximum amount of product (1.0 means a 100% yield; for example, 0.34 means a 34% yield). From a dataset of Reaction yield outcomes from USPTO patents with 853,638 reactions. The reactants are [C:1]([NH:11][C@@H:12]([C:16]([OH:18])=O)[CH:13]([CH3:15])[CH3:14])([O:3][CH2:4][C:5]1[CH:10]=[CH:9][CH:8]=[CH:7][CH:6]=1)=[O:2].CN1CCOCC1.[NH2:26][CH2:27][C:28]([O:32][CH3:33])([O:30][CH3:31])C. The catalyst is C1COCC1. The product is [CH3:31][O:30][CH:28]([O:32][CH3:33])[CH2:27][NH:26][C:16](=[O:18])[C@H:12]([NH:11][C:1](=[O:2])[O:3][CH2:4][C:5]1[CH:6]=[CH:7][CH:8]=[CH:9][CH:10]=1)[CH:13]([CH3:14])[CH3:15]. The yield is 0.995.